This data is from Catalyst prediction with 721,799 reactions and 888 catalyst types from USPTO. The task is: Predict which catalyst facilitates the given reaction. (1) Reactant: [C:1]([C:4]1[C:9]([C:10]2[CH:15]=[CH:14][CH:13]=[CH:12][CH:11]=2)=[N:8][N:7]([CH2:16][C:17]2[CH:22]=[CH:21][CH:20]=[CH:19][CH:18]=2)[C:6](=[O:23])[CH:5]=1)(=[O:3])[CH3:2].[BH4-].[Na+].O. Product: [CH2:16]([N:7]1[C:6](=[O:23])[CH:5]=[C:4]([CH:1]([OH:3])[CH3:2])[C:9]([C:10]2[CH:15]=[CH:14][CH:13]=[CH:12][CH:11]=2)=[N:8]1)[C:17]1[CH:18]=[CH:19][CH:20]=[CH:21][CH:22]=1. The catalyst class is: 36. (2) Reactant: [OH-].[Na+].C[O:4][C:5](=[O:25])[CH2:6][CH2:7][CH2:8][CH2:9][CH2:10][CH2:11][C:12]1[NH:13][C:14]([C:17]2[CH:22]=[CH:21][CH:20]=[CH:19][C:18]=2[O:23][CH3:24])=[CH:15][N:16]=1.Cl. Product: [CH3:24][O:23][C:18]1[CH:19]=[CH:20][CH:21]=[CH:22][C:17]=1[C:14]1[NH:13][C:12]([CH2:11][CH2:10][CH2:9][CH2:8][CH2:7][CH2:6][C:5]([OH:25])=[O:4])=[N:16][CH:15]=1. The catalyst class is: 72. (3) Reactant: [Cl:1][C:2]1[CH:7]=[CH:6][C:5]([N+:8]([O-:10])=[O:9])=[CH:4][C:3]=1[NH:11][CH2:12][C:13]1[C:14]([NH:21][CH3:22])=[N:15][C:16]([S:19][CH3:20])=[N:17][CH:18]=1.[C:23](=[O:26])([O-])[O-].[K+].[K+].C1N=CN(C(N2C=NC=C2)=O)C=1. Product: [Cl:1][C:2]1[CH:7]=[CH:6][C:5]([N+:8]([O-:10])=[O:9])=[CH:4][C:3]=1[N:11]1[CH2:12][C:13]2[C:14](=[N:15][C:16]([S:19][CH3:20])=[N:17][CH:18]=2)[N:21]([CH3:22])[C:23]1=[O:26]. The catalyst class is: 10. (4) Reactant: CC[N+](S(N=C(OC)[O-])(=O)=O)(CC)CC.[NH2:16][C:17](=O)[C@@H:18]([NH:37][C:38]([C:40]1([NH:46][C:47](=[O:53])[O:48][C:49]([CH3:52])([CH3:51])[CH3:50])[CH2:45][CH2:44][CH2:43][CH2:42][CH2:41]1)=[O:39])[CH2:19][C:20]1[CH:25]=[CH:24][C:23]([C:26]2[CH:27]=[C:28]3[CH2:34][N:33]([CH3:35])[C:32](=[O:36])[C:29]3=[N:30][CH:31]=2)=[CH:22][CH:21]=1. Product: [C:17]([C@@H:18]([NH:37][C:38]([C:40]1([NH:46][C:47](=[O:53])[O:48][C:49]([CH3:51])([CH3:50])[CH3:52])[CH2:45][CH2:44][CH2:43][CH2:42][CH2:41]1)=[O:39])[CH2:19][C:20]1[CH:25]=[CH:24][C:23]([C:26]2[CH:27]=[C:28]3[CH2:34][N:33]([CH3:35])[C:32](=[O:36])[C:29]3=[N:30][CH:31]=2)=[CH:22][CH:21]=1)#[N:16]. The catalyst class is: 4. (5) Reactant: [Br:1][C:2]1[CH:8]=[CH:7][CH:6]=[CH:5][C:3]=1[NH2:4].C(N(CC)CC)C.[C:16](Cl)(=[O:21])[C:17]([CH3:20])([CH3:19])[CH3:18]. Product: [Br:1][C:2]1[CH:8]=[CH:7][CH:6]=[CH:5][C:3]=1[NH:4][C:16](=[O:21])[C:17]([CH3:20])([CH3:19])[CH3:18]. The catalyst class is: 11. (6) Reactant: [NH2:1][OH:2].Cl.C([O-])([O-])=O.[K+].[K+].[O:10]1[C:18]2[CH:17]=[CH:16][N:15]=[CH:14][C:13]=2[CH:12]=[C:11]1[C:19]#[N:20]. Product: [OH:2][NH:1][C:19]([C:11]1[O:10][C:18]2[CH:17]=[CH:16][N:15]=[CH:14][C:13]=2[CH:12]=1)=[NH:20]. The catalyst class is: 315.